Task: Regression. Given a peptide amino acid sequence and an MHC pseudo amino acid sequence, predict their binding affinity value. This is MHC class I binding data.. Dataset: Peptide-MHC class I binding affinity with 185,985 pairs from IEDB/IMGT (1) The peptide sequence is YVYFYDLSY. The MHC is HLA-B08:02 with pseudo-sequence HLA-B08:02. The binding affinity (normalized) is 0.0847. (2) The peptide sequence is FEEIRNLAL. The MHC is HLA-B08:01 with pseudo-sequence HLA-B08:01. The binding affinity (normalized) is 0.647. (3) The peptide sequence is TSCPPTCPGY. The MHC is HLA-A11:01 with pseudo-sequence HLA-A11:01. The binding affinity (normalized) is 0.334. (4) The peptide sequence is VSDTTVLLH. The MHC is HLA-B08:01 with pseudo-sequence HLA-B08:01. The binding affinity (normalized) is 0.0847.